Dataset: Reaction yield outcomes from USPTO patents with 853,638 reactions. Task: Predict the reaction yield, written as a fraction of the theoretical maximum amount of product (1.0 means a 100% yield; for example, 0.34 means a 34% yield). (1) The reactants are [CH2:1]([O:8][N:9]1[C:15](=[O:16])[N:14]2[CH2:17][C@H:10]1[CH2:11][CH2:12][C@H:13]2[C:18]([OH:20])=O)[C:2]1[CH:7]=[CH:6][CH:5]=[CH:4][CH:3]=1.[NH:21]([C:23](=[O:35])[CH2:24][CH2:25][CH2:26][NH:27][C:28](=[O:34])[O:29][C:30]([CH3:33])([CH3:32])[CH3:31])[NH2:22].CN(C(ON1N=NC2C=CC=NC1=2)=[N+](C)C)C.F[P-](F)(F)(F)(F)F.CCN(C(C)C)C(C)C. The catalyst is C(Cl)Cl. The product is [CH2:1]([O:8][N:9]1[C:15](=[O:16])[N:14]2[CH2:17][C@H:10]1[CH2:11][CH2:12][C@H:13]2[C:18]([NH:22][NH:21][C:23](=[O:35])[CH2:24][CH2:25][CH2:26][NH:27][C:28](=[O:34])[O:29][C:30]([CH3:31])([CH3:33])[CH3:32])=[O:20])[C:2]1[CH:3]=[CH:4][CH:5]=[CH:6][CH:7]=1. The yield is 0.930. (2) The reactants are [Cl:1][C:2]1[C:11](Cl)=[N:10][C:9]2[C:4](=[CH:5][CH:6]=[C:7]([O:13][CH3:14])[CH:8]=2)[N:3]=1.[CH:15]([O:18][C:19]1[CH:24]=[CH:23][C:22](B(O)O)=[CH:21][CH:20]=1)([CH3:17])[CH3:16].C([O-])([O-])=O.[K+].[K+]. The catalyst is O1CCOCC1.O.C(OCC)(=O)C.C1C=CC([P]([Pd]([P](C2C=CC=CC=2)(C2C=CC=CC=2)C2C=CC=CC=2)([P](C2C=CC=CC=2)(C2C=CC=CC=2)C2C=CC=CC=2)[P](C2C=CC=CC=2)(C2C=CC=CC=2)C2C=CC=CC=2)(C2C=CC=CC=2)C2C=CC=CC=2)=CC=1. The product is [Cl:1][C:2]1[C:11]([C:22]2[CH:23]=[CH:24][C:19]([O:18][CH:15]([CH3:17])[CH3:16])=[CH:20][CH:21]=2)=[N:10][C:9]2[C:4](=[CH:5][CH:6]=[C:7]([O:13][CH3:14])[CH:8]=2)[N:3]=1. The yield is 0.439. (3) The reactants are [O:1]1[CH2:6][CH2:5][N:4]([C:7]2[CH:12]=[CH:11][C:10]([NH:13][CH:14]=[C:15]3[C:23]4[C:18](=[CH:19][CH:20]=[CH:21][CH:22]=4)[NH:17][C:16]3=[O:24])=[CH:9][CH:8]=2)[CH2:3][CH2:2]1.[CH2:25]=O.[NH:27]1[CH2:32][CH2:31][O:30][CH2:29][CH2:28]1. The product is [N:27]1([CH2:25][N:17]2[C:18]3[C:23](=[CH:22][CH:21]=[CH:20][CH:19]=3)[C:15](=[CH:14][NH:13][C:10]3[CH:11]=[CH:12][C:7]([N:4]4[CH2:5][CH2:6][O:1][CH2:2][CH2:3]4)=[CH:8][CH:9]=3)[C:16]2=[O:24])[CH2:32][CH2:31][O:30][CH2:29][CH2:28]1. The yield is 0.830. The catalyst is CCO.